Task: Predict which catalyst facilitates the given reaction.. Dataset: Catalyst prediction with 721,799 reactions and 888 catalyst types from USPTO (1) Reactant: [O:1]=[C:2]1[C:7]2=[CH:8][N:9]([C:11]3[CH:12]=[N:13][CH:14]=[CH:15][CH:16]=3)[N:10]=[C:6]2[CH2:5][CH2:4][N:3]1[CH2:17][C:18](OCC)=[O:19].[BH4-].[Na+].Cl. Product: [OH:19][CH2:18][CH2:17][N:3]1[CH2:4][CH2:5][C:6]2=[N:10][N:9]([C:11]3[CH:12]=[N:13][CH:14]=[CH:15][CH:16]=3)[CH:8]=[C:7]2[C:2]1=[O:1]. The catalyst class is: 8. (2) Reactant: [CH3:1][O:2][C:3]1[C:4]([C@@H:20]2[O:46][C@H:45]([CH2:47][O:48]C(=O)C(C)(C)C)[C@@H:37]([O:38]C(=O)C(C)(C)C)[C@H:29]([O:30]C(=O)C(C)(C)C)[C@H:21]2[O:22]C(=O)C(C)(C)C)=[CH:5][C:6]2[C:10]([CH2:11][CH2:12][C:13]3[CH:18]=[CH:17][CH:16]=[CH:15][CH:14]=3)=[CH:9][O:8][C:7]=2[CH:19]=1.C[O-].[Na+]. Product: [CH3:1][O:2][C:3]1[C:4]([C@@H:20]2[O:46][C@H:45]([CH2:47][OH:48])[C@@H:37]([OH:38])[C@H:29]([OH:30])[C@H:21]2[OH:22])=[CH:5][C:6]2[C:10]([CH2:11][CH2:12][C:13]3[CH:14]=[CH:15][CH:16]=[CH:17][CH:18]=3)=[CH:9][O:8][C:7]=2[CH:19]=1. The catalyst class is: 5. (3) The catalyst class is: 59. Product: [CH3:49][O:50][CH2:36][CH:37]([NH:42][C:31]([C:22]1[CH:21]=[C:20]([C:14]2[CH:15]=[CH:16][C:17]([F:19])=[CH:18][C:13]=2[Cl:12])[CH:25]=[C:24]([C:26]2[S:30][CH:29]=[N:28][CH:27]=2)[CH:23]=1)=[O:32])[CH3:38]. Reactant: CCN=C=NCCCN(C)C.[Cl:12][C:13]1[CH:18]=[C:17]([F:19])[CH:16]=[CH:15][C:14]=1[C:20]1[CH:25]=[C:24]([C:26]2[S:30][CH:29]=[N:28][CH:27]=2)[CH:23]=[C:22]([C:31](O)=[O:32])[CH:21]=1.C1C=[CH:36][C:37]2[N:42](O)N=N[C:38]=2C=1.CN1[C:49](=[O:50])CCC1. (4) Reactant: [CH:1]([O:4][C:5]1[CH:6]=[CH:7][C:8]([CH:11]=O)=[N:9][CH:10]=1)([CH3:3])[CH3:2].[C:13]([O-])([O-])=O.[K+].[K+].[N+](=C(P(=O)(OC)OC)C(=O)C)=[N-]. Product: [C:11]([C:8]1[CH:7]=[CH:6][C:5]([O:4][CH:1]([CH3:3])[CH3:2])=[CH:10][N:9]=1)#[CH:13]. The catalyst class is: 191. (5) Reactant: [C:1]1([CH3:11])[CH:6]=[CH:5][C:4]([S:7](Cl)(=[O:9])=[O:8])=[CH:3][CH:2]=1.[CH2:12]([CH:14]([CH2:17][CH2:18][CH2:19][CH3:20])[CH2:15][OH:16])[CH3:13].Cl. Product: [C:1]1([CH3:11])[CH:6]=[CH:5][C:4]([S:7]([O:16][CH2:15][CH:14]([CH2:12][CH3:13])[CH2:17][CH2:18][CH2:19][CH3:20])(=[O:9])=[O:8])=[CH:3][CH:2]=1. The catalyst class is: 17.